From a dataset of Full USPTO retrosynthesis dataset with 1.9M reactions from patents (1976-2016). Predict the reactants needed to synthesize the given product. (1) Given the product [C:25]1([CH2:24][N:20]2[CH2:21][CH2:22][O:23][CH:18]([C:16]([CH:3]3[CH2:8][CH2:7][O:6][CH2:5][CH2:4]3)=[O:17])[CH2:19]2)[CH:26]=[CH:27][CH:28]=[CH:29][CH:30]=1, predict the reactants needed to synthesize it. The reactants are: [Mg].Cl[CH:3]1[CH2:8][CH2:7][O:6][CH2:5][CH2:4]1.CI.II.CON(C)[C:16]([CH:18]1[O:23][CH2:22][CH2:21][N:20]([CH2:24][C:25]2[CH:30]=[CH:29][CH:28]=[CH:27][CH:26]=2)[CH2:19]1)=[O:17].C(O)(=O)C.[NH4+].[Cl-].O. (2) The reactants are: [CH2:1]([O:3][C:4](=[O:7])[CH2:5][OH:6])[CH3:2].[H-].[Na+].[Br:10][C:11]1[CH:12]=[N:13][CH:14]=[C:15]([CH2:17]Cl)[CH:16]=1. Given the product [CH2:1]([O:3][C:4](=[O:7])[CH2:5][O:6][CH2:17][C:15]1[CH:14]=[N:13][CH:12]=[C:11]([Br:10])[CH:16]=1)[CH3:2], predict the reactants needed to synthesize it. (3) The reactants are: [CH3:1][O:2][C:3]1[CH:4]=[CH:5][C:6]2[NH:12][C:11](=[O:13])[N:10]([CH:14]3[CH2:19][CH2:18][N:17]([C:20]4[N:25]=[CH:24][N:23]=[C:22]([C:26]([OH:28])=O)[CH:21]=4)[CH2:16][CH2:15]3)[CH2:9][CH2:8][C:7]=2[CH:29]=1.[CH3:30][O:31][C:32]1[CH:40]=[C:39]2[C:35]([CH2:36][CH2:37][NH:38]2)=[CH:34][CH:33]=1.CN(C(ON1N=NC2C=CC=CC1=2)=[N+](C)C)C.[B-](F)(F)(F)F. Given the product [CH3:1][O:2][C:3]1[CH:4]=[CH:5][C:6]2[NH:12][C:11](=[O:13])[N:10]([CH:14]3[CH2:15][CH2:16][N:17]([C:20]4[CH:21]=[C:22]([C:26]([N:38]5[C:39]6[C:35](=[CH:34][CH:33]=[C:32]([O:31][CH3:30])[CH:40]=6)[CH2:36][CH2:37]5)=[O:28])[N:23]=[CH:24][N:25]=4)[CH2:18][CH2:19]3)[CH2:9][CH2:8][C:7]=2[CH:29]=1, predict the reactants needed to synthesize it. (4) Given the product [CH3:1][O:2][CH2:3][CH2:4][CH2:5][O:6][C:7]1[CH:12]=[CH:11][C:10]([C@H:13]2[C@H:18]([O:19][CH2:20][CH2:21][N:23]3[CH2:24][CH2:25][O:26][CH2:27][CH2:28]3)[CH2:17][N:16]([C:29]([O:31][CH2:32][C:33]3[CH:38]=[CH:37][CH:36]=[CH:35][CH:34]=3)=[O:30])[CH2:15][C@@H:14]2[O:39][CH2:40][C:41]2[CH:42]=[CH:43][C:44]3[O:49][CH2:48][CH2:47][N:46]([CH2:50][CH2:51][CH2:52][O:53][CH3:54])[C:45]=3[CH:55]=2)=[CH:9][CH:8]=1, predict the reactants needed to synthesize it. The reactants are: [CH3:1][O:2][CH2:3][CH2:4][CH2:5][O:6][C:7]1[CH:12]=[CH:11][C:10]([C@H:13]2[C@H:18]([O:19][CH2:20][C:21]([N:23]3[CH2:28][CH2:27][O:26][CH2:25][CH2:24]3)=O)[CH2:17][N:16]([C:29]([O:31][CH2:32][C:33]3[CH:38]=[CH:37][CH:36]=[CH:35][CH:34]=3)=[O:30])[CH2:15][C@@H:14]2[O:39][CH2:40][C:41]2[CH:42]=[CH:43][C:44]3[O:49][CH2:48][CH2:47][N:46]([CH2:50][CH2:51][CH2:52][O:53][CH3:54])[C:45]=3[CH:55]=2)=[CH:9][CH:8]=1. (5) Given the product [CH3:29][S:26]([C:23]1[CH:22]=[CH:21][C:20]([CH2:19][N:16]2[CH2:17][CH2:18][N:14]([CH:11]3[CH2:10][CH2:9][NH:8][CH2:13][CH2:12]3)[C:15]2=[O:30])=[CH:25][CH:24]=1)(=[O:28])=[O:27], predict the reactants needed to synthesize it. The reactants are: C([N:8]1[CH2:13][CH2:12][CH:11]([N:14]2[CH:18]=[CH:17][N:16]([CH2:19][C:20]3[CH:25]=[CH:24][C:23]([S:26]([CH3:29])(=[O:28])=[O:27])=[CH:22][CH:21]=3)[C:15]2=[O:30])[CH2:10][CH2:9]1)C1C=CC=CC=1.